Dataset: Forward reaction prediction with 1.9M reactions from USPTO patents (1976-2016). Task: Predict the product of the given reaction. (1) Given the reactants COC(C1C=CC(O)=CC=1)=O.C(OC(C1C=CC(O)=CC=1)=O)CC.P([O-])([O-])([O-])=O.CCOCCOCCO.C(N(CC(O)=O)CC(O)=O)CN(CC(O)=O)CC(O)=O.[CH3:59][C:60]1[CH:61]=[C:62]([C:74]([CH3:77])([CH3:76])[CH3:75])[C:63]([OH:73])=[C:64]([CH3:72])[C:65]=1[CH2:66][C:67]1[NH:71][CH2:70][CH2:69][N:68]=1.Cl, predict the reaction product. The product is: [CH3:59][C:60]1[CH:61]=[C:62]([C:74]([CH3:77])([CH3:76])[CH3:75])[C:63]([OH:73])=[C:64]([CH3:72])[C:65]=1[CH2:66][C:67]1[NH:71][CH2:70][CH2:69][N:68]=1. (2) The product is: [ClH:32].[Br:5][C:6]1[CH:7]=[CH:8][C:11]([CH2:15][NH:4][CH:1]([CH3:3])[CH3:2])=[CH:12][C:13]=1[F:14]. Given the reactants [CH:1]([NH2:4])([CH3:3])[CH3:2].[Br:5][C:6]1[CH:7]=[C:8]([CH:11]=[CH:12][C:13]=1[F:14])C=O.[C:15](O[BH-](OC(=O)C)OC(=O)C)(=O)C.[Na+].[OH-].[Na+].C(Cl)(Cl)[Cl:32], predict the reaction product. (3) Given the reactants [CH2:1]([OH:10])[CH:2]([OH:9])[CH:3]([OH:8])[CH:4]([OH:7])[CH:5]=[O:6].O=C[C@@H]([C@H]([C@@H](CO)O)O)O.[O:21]=[C:22]([OH:31])[C@@H:23]([C@H:25]([C@@H:27]([CH2:29][OH:30])[OH:28])[OH:26])[OH:24].O=C[C@@H]([C@H]([C@H](CO)O)O)O, predict the reaction product. The product is: [CH2:1]([OH:10])[C@@H:2]1[O:9][C:5](=[O:6])[C@H:4]([OH:7])[C@H:3]1[OH:8].[O:21]=[C:22]([OH:31])[C@@H:23]([C@H:25]([C@H:27]([CH2:29][OH:30])[OH:28])[OH:26])[OH:24]. (4) Given the reactants [NH2:1][C:2]1[CH:11]=[CH:10][C:9]2[NH:8][C:7](=[O:12])[C:6]3[NH:13][CH:14]=[CH:15][C:5]=3[C:4]=2[CH:3]=1.Cl.[CH2:17]([C:19]([OH:21])=[O:20])[CH3:18].[C:22]([C:25]1[CH:30]=[CH:29][C:28]([S:31](Cl)(=[O:33])=[O:32])=[CH:27][CH:26]=1)(=[O:24])[CH3:23], predict the reaction product. The product is: [C:22]([C:25]1[CH:26]=[CH:27][C:28]([S:31]([NH:1][C:2]2[CH:11]=[CH:10][C:9]3[NH:8][C:7](=[O:12])[C:6]4[NH:13][CH:14]=[CH:15][C:5]=4[C:4]=3[CH:3]=2)(=[O:33])=[O:32])=[CH:29][CH:30]=1)(=[O:24])[CH3:23].[CH2:17]([C:19]([O-:21])=[O:20])[CH3:18]. (5) The product is: [CH2:24]([N:15]1[C:10]2[NH:11][CH2:12][CH2:13][S:14][CH:8]([C:5]3[CH:6]=[CH:7][C:2]([C:39]([O:31][CH3:30])=[O:40])=[CH:3][C:4]=3[CH3:26])[C:9]=2[C:17]([C:18]2[CH:23]=[CH:22][CH:21]=[CH:20][N:19]=2)=[N:16]1)[CH3:25]. Given the reactants Br[C:2]1[CH:7]=[CH:6][C:5]([CH:8]2[S:14][CH2:13][CH2:12][NH:11][C:10]3[N:15]([CH2:24][CH3:25])[N:16]=[C:17]([C:18]4[CH:23]=[CH:22][CH:21]=[CH:20][N:19]=4)[C:9]2=3)=[C:4]([CH3:26])[CH:3]=1.CN([CH:30]=[O:31])C.C(N(CC)CC)C.[CH3:39][OH:40], predict the reaction product. (6) Given the reactants [Br:1][C:2]1[CH:7]=[CH:6][C:5]([OH:8])=[C:4]([F:9])[CH:3]=1.Cl[C:11]([F:16])([F:15])C([O-])=O.[Na+].C(=O)([O-])[O-].[Na+].[Na+], predict the reaction product. The product is: [Br:1][C:2]1[CH:7]=[CH:6][C:5]([O:8][CH:11]([F:16])[F:15])=[C:4]([F:9])[CH:3]=1.